Dataset: TCR-epitope binding with 47,182 pairs between 192 epitopes and 23,139 TCRs. Task: Binary Classification. Given a T-cell receptor sequence (or CDR3 region) and an epitope sequence, predict whether binding occurs between them. The TCR CDR3 sequence is CASSQVGQAIYGYTF. Result: 0 (the TCR does not bind to the epitope). The epitope is VLAWLYAAV.